From a dataset of Reaction yield outcomes from USPTO patents with 853,638 reactions. Predict the reaction yield, written as a fraction of the theoretical maximum amount of product (1.0 means a 100% yield; for example, 0.34 means a 34% yield). (1) The reactants are [OH:1][CH2:2][C@H:3]1[O:8][C@H:7]([C:9]#[C:10][C:11]2[CH:16]=[CH:15][C:14]([C:17]#[C:18][C@H:19]3[O:24][C@H:23]([CH2:25][OH:26])[C@@H:22]([O:27][Si](C(C)C)(C(C)C)C(C)C)[C@H:21]([O:38][Si](C(C)C)(C(C)C)C(C)C)[C@@H:20]3[O:49][Si](C(C)C)(C(C)C)C(C)C)=[CH:13][CH:12]=2)[C@@H:6]([O:60][Si](C(C)C)(C(C)C)C(C)C)[C@@H:5]([O:71][Si](C(C)C)(C(C)C)C(C)C)[C@@H:4]1[O:82][Si](C(C)C)(C(C)C)C(C)C. The catalyst is C1COCC1.C(O)(C(F)(F)F)=O.O. The product is [OH:26][CH2:25][C@@H:23]1[C@@H:22]([OH:27])[C@H:21]([OH:38])[C@H:20]([OH:49])[C@@H:19]([C:18]#[C:17][C:14]2[CH:13]=[CH:12][C:11]([C:10]#[C:9][C@@H:7]3[C@@H:6]([OH:60])[C@@H:5]([OH:71])[C@H:4]([OH:82])[C@@H:3]([CH2:2][OH:1])[O:8]3)=[CH:16][CH:15]=2)[O:24]1. The yield is 0.880. (2) The reactants are [CH2:1]([C@H:8]1[CH2:12][O:11][C:10](=[O:13])[N:9]1[C:14](=[O:27])[CH2:15][CH2:16][CH2:17][C:18]([C:20]1[CH:25]=[CH:24][C:23]([F:26])=[CH:22][CH:21]=1)=[O:19])[C:2]1[CH:7]=[CH:6][CH:5]=[CH:4][CH:3]=1.CB1N2CCC[C@@H]2C(C2C=CC=CC=2)(C2C=CC=CC=2)O1.CO.OO.S(=O)(=O)(O)O. The catalyst is ClCCl.C1(C)C=CC=CC=1. The product is [CH2:1]([C@H:8]1[CH2:12][O:11][C:10](=[O:13])[N:9]1[C:14](=[O:27])[CH2:15][CH2:16][CH2:17][C@@H:18]([C:20]1[CH:25]=[CH:24][C:23]([F:26])=[CH:22][CH:21]=1)[OH:19])[C:2]1[CH:3]=[CH:4][CH:5]=[CH:6][CH:7]=1. The yield is 0.890. (3) The reactants are [N:1]12[CH2:8][CH2:7][C:4]([C:9]([C:17]3[CH:22]=[CH:21][CH:20]=[CH:19][CH:18]=3)([C:11]3[CH:16]=[CH:15][CH:14]=[CH:13][CH:12]=3)[OH:10])([CH2:5][CH2:6]1)[CH2:3][CH2:2]2.[Br:23][CH2:24][CH2:25][CH2:26][O:27][C:28]1[CH:29]=[C:30]([CH:36]=[CH:37][CH:38]=1)[N:31]([CH2:34][CH3:35])[CH2:32][CH3:33]. The catalyst is CC#N. The product is [Br-:23].[CH2:34]([N:31]([CH2:32][CH3:33])[C:30]1[CH:29]=[C:28]([O:27][CH2:26][CH2:25][CH2:24][N+:1]23[CH2:6][CH2:5][C:4]([C:9]([OH:10])([C:17]4[CH:22]=[CH:21][CH:20]=[CH:19][CH:18]=4)[C:11]4[CH:12]=[CH:13][CH:14]=[CH:15][CH:16]=4)([CH2:3][CH2:2]2)[CH2:7][CH2:8]3)[CH:38]=[CH:37][CH:36]=1)[CH3:35]. The yield is 0.630. (4) The reactants are [CH:1]([C:3]1[CH:11]=[CH:10][C:6]([C:7]([OH:9])=O)=[CH:5][CH:4]=1)=[O:2].N1C2C(=NC=CC=2)N(O)N=1.CN(C(ON1N=NC2C=CC=NC1=2)=[N+](C)C)C.F[P-](F)(F)(F)(F)F.CCN(C(C)C)C(C)C.[NH:55]1[CH2:60][CH2:59][O:58][CH2:57][CH2:56]1. The catalyst is ClCCl. The product is [N:55]1([C:7]([C:6]2[CH:5]=[CH:4][C:3]([CH:1]=[O:2])=[CH:11][CH:10]=2)=[O:9])[CH2:60][CH2:59][O:58][CH2:57][CH2:56]1. The yield is 0.680. (5) The reactants are [C:1]([C:5]1[CH:9]=[C:8]([O:10][CH2:11][C:12]2[CH:17]=[CH:16][CH:15]=[C:14]([CH3:18])[N:13]=2)[N:7]([CH2:19][C:20]2[CH:29]=[CH:28][C:23]([C:24](OC)=[O:25])=[CH:22][CH:21]=2)[N:6]=1)([CH3:4])([CH3:3])[CH3:2].[H-].[Al+3].[Li+].[H-].[H-].[H-].C(O)C.[Cl-].[NH4+]. The catalyst is O1CCCC1. The product is [C:1]([C:5]1[CH:9]=[C:8]([O:10][CH2:11][C:12]2[CH:17]=[CH:16][CH:15]=[C:14]([CH3:18])[N:13]=2)[N:7]([CH2:19][C:20]2[CH:29]=[CH:28][C:23]([CH2:24][OH:25])=[CH:22][CH:21]=2)[N:6]=1)([CH3:4])([CH3:2])[CH3:3]. The yield is 0.940. (6) The reactants are [CH2:1]([N:3]1[CH:20]([C:21]2[CH:26]=[CH:25][CH:24]=[CH:23][CH:22]=2)[CH2:19][O:18][C:5]2([CH2:10][CH2:9][N:8](C(OC(C)(C)C)=O)[CH2:7][CH2:6]2)[CH2:4]1)[CH3:2].[ClH:27]. The catalyst is C(Cl)Cl. The yield is 0.950. The product is [ClH:27].[CH2:1]([N:3]1[CH:20]([C:21]2[CH:26]=[CH:25][CH:24]=[CH:23][CH:22]=2)[CH2:19][O:18][C:5]2([CH2:10][CH2:9][NH:8][CH2:7][CH2:6]2)[CH2:4]1)[CH3:2]. (7) The reactants are [F:1][C:2]([C:5]1[CH:9]=[C:8]([NH2:10])[N:7]([C:11]2[CH:16]=[CH:15][C:14]([O:17][CH3:18])=[CH:13][CH:12]=2)[N:6]=1)([F:4])[CH3:3].[C:19](=[O:28])([O:21][C:22]1[CH:27]=[CH:26][CH:25]=[CH:24][CH:23]=1)N. No catalyst specified. The product is [F:1][C:2]([C:5]1[CH:9]=[C:8]([NH:10][C:19](=[O:28])[O:21][C:22]2[CH:27]=[CH:26][CH:25]=[CH:24][CH:23]=2)[N:7]([C:11]2[CH:16]=[CH:15][C:14]([O:17][CH3:18])=[CH:13][CH:12]=2)[N:6]=1)([F:4])[CH3:3]. The yield is 0.640.